From a dataset of Catalyst prediction with 721,799 reactions and 888 catalyst types from USPTO. Predict which catalyst facilitates the given reaction. (1) Reactant: Br[C:2]1[N:7]=[C:6]([CH3:8])[C:5]([NH2:9])=[CH:4][CH:3]=1.[NH:10]1[CH:14]=[N:13][CH:12]=[N:11]1.P([O-])([O-])([O-])=O.[K+].[K+].[K+].CNCCNC. Product: [CH3:8][C:6]1[C:5]([NH2:9])=[CH:4][CH:3]=[C:2]([N:10]2[CH:14]=[N:13][CH:12]=[N:11]2)[N:7]=1. The catalyst class is: 122. (2) Reactant: Cl[C:2]1[N:7]=[CH:6][C:5]([C:8]2[CH:13]=[C:12]([C:14]([F:17])([F:16])[F:15])[CH:11]=[CH:10][C:9]=2[NH:18][C:19]([C:21]2[C:26](=[O:27])[N:25]([CH2:28][C:29]3[CH:34]=[CH:33][CH:32]=[C:31]([F:35])[C:30]=3[F:36])[N:24]3[CH2:37][CH2:38][CH2:39][C@:23]3([CH3:40])[C:22]=2[OH:41])=[O:20])=[CH:4][C:3]=1[C:42]#[N:43].C(O)(=O)C(O)=O.[CH2:50]1[C:53]2([CH2:56][NH:55][CH2:54]2)[CH2:52][O:51]1.C(N(CC)C(C)C)(C)C.P([O-])(O)(O)=O.[K+]. Product: [C:42]([C:3]1[CH:4]=[C:5]([C:8]2[CH:13]=[C:12]([C:14]([F:16])([F:17])[F:15])[CH:11]=[CH:10][C:9]=2[NH:18][C:19]([C:21]2[C:26](=[O:27])[N:25]([CH2:28][C:29]3[CH:34]=[CH:33][CH:32]=[C:31]([F:35])[C:30]=3[F:36])[N:24]3[CH2:37][CH2:38][CH2:39][C@:23]3([CH3:40])[C:22]=2[OH:41])=[O:20])[CH:6]=[N:7][C:2]=1[N:55]1[CH2:56][C:53]2([CH2:50][O:51][CH2:52]2)[CH2:54]1)#[N:43]. The catalyst class is: 417. (3) Reactant: [H-].[Al+3].[Li+].[H-].[H-].[H-].[CH3:7][C:8]12O[C:14]([CH3:18])([CH:15]=[CH:16]1)[CH:13]1[CH:9]2[C:10](=O)[O:11][C:12]1=[O:19].[OH-].[Na+]. Product: [OH:11][CH2:10][C:9]1[C:8]([CH3:7])=[CH:16][CH:15]=[C:14]([CH3:18])[C:13]=1[CH2:12][OH:19]. The catalyst class is: 7. (4) Reactant: [Cl:1][C:2]1[CH:7]=[C:6]([C:8]2[C:13]([CH2:14][CH3:15])=[CH:12][CH:11]=[CH:10][C:9]=2[CH2:16][CH3:17])[N:5]=[C:4]([CH3:18])[C:3]=1[CH2:19]Cl.[CH3:21][C:22]1([CH3:28])[O:27][CH2:26][CH2:25][NH:24][CH2:23]1.C([O-])([O-])=O.[K+].[K+].CCOC(C)=O. Product: [Cl:1][C:2]1[CH:7]=[C:6]([C:8]2[C:13]([CH2:14][CH3:15])=[CH:12][CH:11]=[CH:10][C:9]=2[CH2:16][CH3:17])[N:5]=[C:4]([CH3:18])[C:3]=1[CH2:19][N:24]1[CH2:25][CH2:26][O:27][C:22]([CH3:28])([CH3:21])[CH2:23]1. The catalyst class is: 144. (5) Reactant: [NH2:1][C:2]1[C:7]([S:8]([C:11]([F:26])([F:25])[CH:12]2[CH2:17][CH2:16][N:15]([C:18]([O:20][C:21]([CH3:24])([CH3:23])[CH3:22])=[O:19])[CH2:14][CH2:13]2)(=[O:10])=[O:9])=[CH:6][CH:5]=[CH:4][N:3]=1.[CH3:27][C:28]([O-])=O.[Na+].ClCC(OC)OC.Cl. Product: [F:26][C:11]([F:25])([S:8]([C:7]1[C:2]2[N:3]([CH:27]=[CH:28][N:1]=2)[CH:4]=[CH:5][CH:6]=1)(=[O:9])=[O:10])[CH:12]1[CH2:17][CH2:16][N:15]([C:18]([O:20][C:21]([CH3:22])([CH3:23])[CH3:24])=[O:19])[CH2:14][CH2:13]1. The catalyst class is: 88. (6) Reactant: CO.[H-].[Na+].[C:5]([O:12][CH3:13])(=[O:11])[CH2:6][C:7]([O:9][CH3:10])=[O:8].Br[CH2:15][C:16]1[CH:21]=[CH:20][CH:19]=[C:18]([N+:22]([O-:24])=[O:23])[C:17]=1[CH2:25]Br. Product: [CH3:10][O:9][C:7]([C:6]1([C:5]([O:12][CH3:13])=[O:11])[CH2:25][C:17]2[C:16](=[CH:21][CH:20]=[CH:19][C:18]=2[N+:22]([O-:24])=[O:23])[CH2:15]1)=[O:8]. The catalyst class is: 28. (7) Reactant: C([O:3][C:4](=O)[CH2:5][O:6][C:7]1[C:15]([Br:16])=[C:14]2[C:10]([CH:11]=[N:12][N:13]2[CH2:17][C@@H:18]([NH:20][C:21]([O:23][CH2:24][C:25]2[CH:30]=[CH:29][CH:28]=[CH:27][CH:26]=2)=[O:22])[CH3:19])=[CH:9][CH:8]=1)C.[BH4-].[Na+].[Cl-].[Ca+2].[Cl-]. Product: [CH2:24]([O:23][C:21](=[O:22])[NH:20][C@@H:18]([CH3:19])[CH2:17][N:13]1[C:14]2[C:10](=[CH:9][CH:8]=[C:7]([O:6][CH2:5][CH2:4][OH:3])[C:15]=2[Br:16])[CH:11]=[N:12]1)[C:25]1[CH:30]=[CH:29][CH:28]=[CH:27][CH:26]=1. The catalyst class is: 214. (8) Reactant: [CH3:1][C:2]([CH3:35])([CH3:34])[CH2:3][CH2:4][C@:5]1([CH3:33])[C:14]2[C:9](=[CH:10][CH:11]=[CH:12][CH:13]=2)[C:8]([OH:15])=[C:7]([C:16]2[NH:21][C:20]3[S:22][CH:23]=[C:24]([CH2:25][O:26]COC)[C:19]=3[S:18](=[O:31])(=[O:30])[N:17]=2)[C:6]1=[O:32].Cl. The catalyst class is: 12. Product: [CH3:1][C:2]([CH3:35])([CH3:34])[CH2:3][CH2:4][C@:5]1([CH3:33])[C:14]2[C:9](=[CH:10][CH:11]=[CH:12][CH:13]=2)[C:8]([OH:15])=[C:7]([C:16]2[NH:21][C:20]3[S:22][CH:23]=[C:24]([CH2:25][OH:26])[C:19]=3[S:18](=[O:31])(=[O:30])[N:17]=2)[C:6]1=[O:32]. (9) The catalyst class is: 38. Reactant: S(=O)(=O)(O)N.P([O-])(O)(O)=O.[Na+].[CH3:12][C:13]([C:16]1[CH:17]=[CH:18][C:19]([OH:24])=[C:20]([CH:23]=1)[CH:21]=[O:22])([CH3:15])[CH3:14].Cl([O-])=[O:26].[Na+].S([O-])([O-])=O.[Na+].[Na+].Cl. Product: [CH3:15][C:13]([C:16]1[CH:23]=[C:20]([C:21]([OH:26])=[O:22])[C:19]([OH:24])=[CH:18][CH:17]=1)([CH3:12])[CH3:14].